Dataset: Full USPTO retrosynthesis dataset with 1.9M reactions from patents (1976-2016). Task: Predict the reactants needed to synthesize the given product. (1) Given the product [CH2:1]([C:8]1[CH:9]=[N:10][C:11]2[C:16]([C:17]=1[C:18]1[CH:19]=[C:20]([NH:24][CH2:32][C:31]3[CH:34]=[CH:35][CH:36]=[C:37]([C:38]([F:39])([F:41])[F:40])[C:30]=3[Cl:29])[CH:21]=[CH:22][CH:23]=1)=[CH:15][CH:14]=[CH:13][C:12]=2[C:25]([F:28])([F:26])[F:27])[C:2]1[CH:3]=[CH:4][CH:5]=[CH:6][CH:7]=1, predict the reactants needed to synthesize it. The reactants are: [CH2:1]([C:8]1[CH:9]=[N:10][C:11]2[C:16]([C:17]=1[C:18]1[CH:19]=[C:20]([NH2:24])[CH:21]=[CH:22][CH:23]=1)=[CH:15][CH:14]=[CH:13][C:12]=2[C:25]([F:28])([F:27])[F:26])[C:2]1[CH:7]=[CH:6][CH:5]=[CH:4][CH:3]=1.[Cl:29][C:30]1[C:37]([C:38]([F:41])([F:40])[F:39])=[CH:36][CH:35]=[CH:34][C:31]=1[CH:32]=O. (2) The reactants are: [Cl:1][C:2]1[N:7]=[C:6]([S:8][CH3:9])[N:5]=[C:4]([NH:10][CH2:11][C:12]2[S:16][C:15]([CH3:17])=[N:14][C:13]=2[CH3:18])[C:3]=1[CH3:19].C1C=C(Cl)C=C(C(OO)=[O:28])C=1.[OH-:31].[Na+]. Given the product [Cl:1][C:2]1[N:7]=[C:6]([S:8]([CH3:9])(=[O:28])=[O:31])[N:5]=[C:4]([NH:10][CH2:11][C:12]2[S:16][C:15]([CH3:17])=[N:14][C:13]=2[CH3:18])[C:3]=1[CH3:19], predict the reactants needed to synthesize it. (3) Given the product [CH3:1][C:2]1[N:3]([CH2:16][C:17]([CH3:26])([O:19][CH2:20][CH2:21][S:22]([CH3:25])(=[O:24])=[O:23])[CH3:18])[C:4]2[C:13]3[CH2:12][CH2:11][CH2:10][CH2:9][C:8]=3[N:7]=[C:6]([NH2:14])[C:5]=2[N:15]=1, predict the reactants needed to synthesize it. The reactants are: [CH3:1][C:2]1[N:3]([CH2:16][C:17]([CH3:26])([O:19][CH2:20][CH2:21][S:22]([CH3:25])(=[O:24])=[O:23])[CH3:18])[C:4]2[C:13]3[CH:12]=[CH:11][CH:10]=[CH:9][C:8]=3[N:7]=[C:6]([NH2:14])[C:5]=2[N:15]=1.[H][H].[OH-].[Na+]. (4) Given the product [CH2:1]([C:5]1[CH:6]=[CH:7][C:8]([C:9]2[O:11][N:29]=[C:28]([C:30]3[CH:35]=[CH:34][C:33]([C:36](=[O:37])[CH3:41])=[CH:32][CH:31]=3)[N:27]=2)=[CH:12][CH:13]=1)[CH:2]([CH3:3])[CH3:4], predict the reactants needed to synthesize it. The reactants are: [CH2:1]([C:5]1[CH:13]=[CH:12][C:8]([C:9]([OH:11])=O)=[CH:7][CH:6]=1)[CH:2]([CH3:4])[CH3:3].C(N1C=CN=C1)(N1C=CN=C1)=O.O[NH:27][C:28]([C:30]1[CH:35]=[CH:34][C:33]([C:36]2([CH3:41])OCC[O:37]2)=[CH:32][CH:31]=1)=[NH:29].O. (5) The reactants are: [CH3:1][N:2]1[C:10]2[C:5](=[CH:6][CH:7]=[CH:8][CH:9]=2)[CH:4]=[CH:3]1.[Cl-].[Cl:12][C:13]1[CH:22]=[C:21]([Cl:23])[CH:20]=[CH:19][C:14]=1[CH:15]=[N+:16]([CH3:18])[CH3:17].ClC1C=C(Cl)C=CC=1C=O.CNC. Given the product [Cl:12][C:13]1[CH:22]=[C:21]([Cl:23])[CH:20]=[CH:19][C:14]=1[CH:15]([N:16]([CH3:18])[CH3:17])[C:4]1[C:5]2[C:10](=[CH:9][CH:8]=[CH:7][CH:6]=2)[N:2]([CH3:1])[CH:3]=1, predict the reactants needed to synthesize it. (6) Given the product [CH2:1]([C:5]1[N:6]=[C:7]([CH3:27])[N:8]([C:32]2[CH:33]=[CH:34][C:29]([CH3:28])=[CH:30][CH:31]=2)[C:9](=[O:26])[C:10]=1[CH2:11][C:12]1[CH:17]=[CH:16][C:15]([C:18]2[C:19]([C:24]#[N:25])=[CH:20][CH:21]=[CH:22][CH:23]=2)=[CH:14][CH:13]=1)[CH2:2][CH2:3][CH3:4], predict the reactants needed to synthesize it. The reactants are: [CH2:1]([C:5]1[N:6]=[C:7]([CH3:27])[NH:8][C:9](=[O:26])[C:10]=1[CH2:11][C:12]1[CH:17]=[CH:16][C:15]([C:18]2[C:19]([C:24]#[N:25])=[CH:20][CH:21]=[CH:22][CH:23]=2)=[CH:14][CH:13]=1)[CH2:2][CH2:3][CH3:4].[CH3:28][C:29]1[CH:34]=[CH:33][C:32](B(O)O)=[CH:31][CH:30]=1.C(N(CC)CC)C.N1C=CC=CC=1. (7) The reactants are: [CH3:1][N:2]1[CH2:15][CH2:14][C:13]2[C:12]3[CH:11]=[C:10]([CH3:16])[CH:9]=[CH:8][C:7]=3[NH:6][C:5]=2[CH2:4][CH2:3]1.Br[CH:18]=[C:19]([C:21]1[CH:26]=[CH:25][C:24]([Cl:27])=[CH:23][C:22]=1[Cl:28])[CH3:20].N1CCC[C@H]1C(O)=O.[O-]P([O-])([O-])=O.[K+].[K+].[K+]. Given the product [Cl:28][C:22]1[CH:23]=[C:24]([Cl:27])[CH:25]=[CH:26][C:21]=1/[C:19](/[CH3:20])=[CH:18]/[N:6]1[C:7]2[CH:8]=[CH:9][C:10]([CH3:16])=[CH:11][C:12]=2[C:13]2[CH2:14][CH2:15][N:2]([CH3:1])[CH2:3][CH2:4][C:5]1=2, predict the reactants needed to synthesize it.